From a dataset of Reaction yield outcomes from USPTO patents with 853,638 reactions. Predict the reaction yield, written as a fraction of the theoretical maximum amount of product (1.0 means a 100% yield; for example, 0.34 means a 34% yield). The reactants are [CH3:1][N:2]1[CH:6]=[C:5]([C:7]2[CH:12]=[C:11]([O:13][C:14]3[C:19]([F:20])=[CH:18][C:17]([NH:21][C:22]([C:24]4([C:27]([NH:29][C:30]5[CH:35]=[CH:34][C:33]([F:36])=[CH:32][CH:31]=5)=[O:28])[CH2:26][CH2:25]4)=[O:23])=[C:16]([F:37])[CH:15]=3)[CH:10]=[CH:9][N:8]=2)[C:4]([CH3:38])=[N:3]1.[CH3:39][S:40]([OH:43])(=[O:42])=[O:41]. The catalyst is C1COCC1. The product is [S:40]([OH:43])(=[O:42])(=[O:41])[CH3:39].[CH3:1][N:2]1[CH:6]=[C:5]([C:7]2[CH:12]=[C:11]([O:13][C:14]3[C:19]([F:20])=[CH:18][C:17]([NH:21][C:22]([C:24]4([C:27]([NH:29][C:30]5[CH:31]=[CH:32][C:33]([F:36])=[CH:34][CH:35]=5)=[O:28])[CH2:26][CH2:25]4)=[O:23])=[C:16]([F:37])[CH:15]=3)[CH:10]=[CH:9][N:8]=2)[C:4]([CH3:38])=[N:3]1. The yield is 0.711.